This data is from CYP2C9 inhibition data for predicting drug metabolism from PubChem BioAssay. The task is: Regression/Classification. Given a drug SMILES string, predict its absorption, distribution, metabolism, or excretion properties. Task type varies by dataset: regression for continuous measurements (e.g., permeability, clearance, half-life) or binary classification for categorical outcomes (e.g., BBB penetration, CYP inhibition). Dataset: cyp2c9_veith. (1) The compound is O=C(Nc1cc2c(oc1=O)CCCC2=O)c1ccc(Cl)cc1. The result is 0 (non-inhibitor). (2) The drug is Cc1nc2ccc3nc(NC(=O)c4ccc(S(=O)(=O)N5CCOCC5)cc4)sc3c2s1. The result is 0 (non-inhibitor). (3) The result is 0 (non-inhibitor). The molecule is O=C(O)c1cccc(C(=O)O)c1S(=O)Cc1ccccc1. (4) The compound is CCn1cc(C(=O)O)c(=O)c2cnc(N3CCNCC3)nc21. The result is 0 (non-inhibitor).